From a dataset of Full USPTO retrosynthesis dataset with 1.9M reactions from patents (1976-2016). Predict the reactants needed to synthesize the given product. (1) Given the product [C:22]([N:14]1[CH2:16][CH2:15]1)([O:21][C:17]([CH3:20])([CH3:19])[CH3:18])=[O:23], predict the reactants needed to synthesize it. The reactants are: C1[C@@H](O)[C@@H](O)[C@H](O)C[C@@]1(C(O)=O)O.[NH:14]1[CH2:16][CH2:15]1.[C:17]([O:21][C:22](O[C:22]([O:21][C:17]([CH3:20])([CH3:19])[CH3:18])=[O:23])=[O:23])([CH3:20])([CH3:19])[CH3:18]. (2) The reactants are: Br[C:2]1[CH:3]=[CH:4][C:5]2[C:9]([CH:10]=1)=[N:8][N:7]([CH3:11])[CH:6]=2.[C:12]1([C:18]([C:20]2[CH:25]=[CH:24][CH:23]=[CH:22][CH:21]=2)=[NH:19])[CH:17]=[CH:16][CH:15]=[CH:14][CH:13]=1.C(O[Na])(C)(C)C.C1C=CC(P(C2C(C3C(P(C4C=CC=CC=4)C4C=CC=CC=4)=CC=C4C=3C=CC=C4)=C3C(C=CC=C3)=CC=2)C2C=CC=CC=2)=CC=1. Given the product [C:20]1([C:18]([C:12]2[CH:13]=[CH:14][CH:15]=[CH:16][CH:17]=2)=[N:19][C:2]2[CH:3]=[CH:4][C:5]3[C:9]([CH:10]=2)=[N:8][N:7]([CH3:11])[CH:6]=3)[CH:21]=[CH:22][CH:23]=[CH:24][CH:25]=1, predict the reactants needed to synthesize it. (3) Given the product [CH3:22][C:23]1[CH:32]=[C:31]([CH2:33][O:34][C:35]2[CH:36]=[CH:37][C:38]([C:39]([NH:41][CH2:42][C:43]3([N:52]4[CH2:53][CH2:54][N:55]([CH2:66][C:62]5[CH:61]=[N:60][CH:65]=[CH:64][CH:63]=5)[CH2:56][CH2:57]4)[C:44](=[O:51])[NH:45][C:46](=[O:50])[NH:47][C:48]3=[O:49])=[O:40])=[CH:58][CH:59]=2)[C:30]2[C:25](=[CH:26][CH:27]=[CH:28][CH:29]=2)[N:24]=1, predict the reactants needed to synthesize it. The reactants are: FC(F)(F)C(O)=O.FC(F)(F)C(O)=O.FC(F)(F)C(O)=O.[CH3:22][C:23]1[CH:32]=[C:31]([CH2:33][O:34][C:35]2[CH:59]=[CH:58][C:38]([C:39]([NH:41][CH2:42][C:43]3([N:52]4[CH2:57][CH2:56][NH:55][CH2:54][CH2:53]4)[C:48](=[O:49])[NH:47][C:46](=[O:50])[NH:45][C:44]3=[O:51])=[O:40])=[CH:37][CH:36]=2)[C:30]2[C:25](=[CH:26][CH:27]=[CH:28][CH:29]=2)[N:24]=1.[N:60]1[CH:65]=[CH:64][CH:63]=[C:62]([CH:66]=O)[CH:61]=1.